From a dataset of NCI-60 drug combinations with 297,098 pairs across 59 cell lines. Regression. Given two drug SMILES strings and cell line genomic features, predict the synergy score measuring deviation from expected non-interaction effect. (1) Drug 1: CCCCCOC(=O)NC1=NC(=O)N(C=C1F)C2C(C(C(O2)C)O)O. Drug 2: C1CC(=O)NC(=O)C1N2C(=O)C3=CC=CC=C3C2=O. Cell line: PC-3. Synergy scores: CSS=-3.63, Synergy_ZIP=2.84, Synergy_Bliss=0.379, Synergy_Loewe=-6.30, Synergy_HSA=-5.46. (2) Drug 1: CNC(=O)C1=CC=CC=C1SC2=CC3=C(C=C2)C(=NN3)C=CC4=CC=CC=N4. Drug 2: CC1CCC2CC(C(=CC=CC=CC(CC(C(=O)C(C(C(=CC(C(=O)CC(OC(=O)C3CCCCN3C(=O)C(=O)C1(O2)O)C(C)CC4CCC(C(C4)OC)OCCO)C)C)O)OC)C)C)C)OC. Cell line: 786-0. Synergy scores: CSS=11.8, Synergy_ZIP=-3.69, Synergy_Bliss=1.41, Synergy_Loewe=-11.6, Synergy_HSA=1.15.